From a dataset of Forward reaction prediction with 1.9M reactions from USPTO patents (1976-2016). Predict the product of the given reaction. (1) Given the reactants [O:1]=[C:2]1[N:7]([CH2:8][C:9]([OH:11])=O)[N:6]=[N:5][C:4]2[CH:12]=[CH:13][CH:14]=[CH:15][C:3]1=2.[C:16]1([CH3:25])[CH:21]=[CH:20][CH:19]=[CH:18][C:17]=1[C@@H:22]([NH2:24])[CH3:23], predict the reaction product. The product is: [O:1]=[C:2]1[N:7]([CH2:8][C:9]([NH:24][C@H:22]([C:17]2[CH:18]=[CH:19][CH:20]=[CH:21][C:16]=2[CH3:25])[CH3:23])=[O:11])[N:6]=[N:5][C:4]2[CH:12]=[CH:13][CH:14]=[CH:15][C:3]1=2. (2) Given the reactants [Cl:1][C:2]1[C:3]([NH:21][C:22]2[CH:27]=[CH:26][C:25]([O:28][CH3:29])=[CH:24][C:23]=2[NH:30][S:31]([CH3:34])(=[O:33])=[O:32])=[N:4][C:5]([NH:8][C:9]2[CH:14]=[C:13]([O:15][CH3:16])[C:12]([O:17][CH3:18])=[C:11]([O:19][CH3:20])[CH:10]=2)=[N:6][CH:7]=1.Cl.Cl[CH2:37][C:38]1[N:39]=[CH:40][NH:41][CH:42]=1.C(=O)([O-])[O-].[Cs+].[Cs+], predict the reaction product. The product is: [NH:39]1[C:38]([CH2:37][N:30]([C:23]2[CH:24]=[C:25]([O:28][CH3:29])[CH:26]=[CH:27][C:22]=2[NH:21][C:3]2[C:2]([Cl:1])=[CH:7][N:6]=[C:5]([NH:8][C:9]3[CH:10]=[C:11]([O:19][CH3:20])[C:12]([O:17][CH3:18])=[C:13]([O:15][CH3:16])[CH:14]=3)[N:4]=2)[S:31]([CH3:34])(=[O:33])=[O:32])=[CH:42][N:41]=[CH:40]1. (3) Given the reactants [OH:1][C:2]1[C:15]2[C:14](=[O:16])[C:13]3[C:8](=[CH:9][CH:10]=[CH:11][CH:12]=3)[C:7](=[O:17])[C:6]=2[CH:5]=[CH:4][C:3]=1[OH:18].[CH2:19]([CH:21]([CH2:24][CH2:25][CH2:26][CH3:27])[CH2:22]Br)[CH3:20].Br[CH2:29][CH2:30][CH2:31][CH2:32][CH2:33][CH2:34][CH2:35][CH2:36][CH2:37][CH2:38][CH2:39][CH2:40][CH2:41][CH2:42][CH2:43][CH2:44][CH2:45][CH3:46], predict the reaction product. The product is: [CH2:19]([CH:21]([CH2:24][CH2:25][CH2:26][CH3:27])[CH2:22][O:18][C:3]1[CH:4]=[CH:5][C:6]2[C:7](=[O:17])[C:8]3[C:13](=[CH:12][CH:11]=[CH:10][CH:9]=3)[C:14](=[O:16])[C:15]=2[C:2]=1[O:1][CH2:46][CH2:45][CH2:44][CH2:43][CH2:42][CH2:41][CH2:40][CH2:39][CH2:38][CH2:37][CH2:36][CH2:35][CH2:34][CH2:33][CH2:32][CH2:31][CH2:30][CH3:29])[CH3:20]. (4) Given the reactants [Br:1][C:2]1[CH:3]=[C:4]([NH:10][C@H:11]([C:16]2[CH:21]=[CH:20][CH:19]=[CH:18][CH:17]=2)[C:12]([O:14]C)=[O:13])[CH:5]=[CH:6][C:7]=1[C:8]#[N:9].[OH-].[Na+].Cl.O, predict the reaction product. The product is: [Br:1][C:2]1[CH:3]=[C:4]([NH:10][C@H:11]([C:16]2[CH:17]=[CH:18][CH:19]=[CH:20][CH:21]=2)[C:12]([OH:14])=[O:13])[CH:5]=[CH:6][C:7]=1[C:8]#[N:9]. (5) Given the reactants [Cl:1][C:2]1[CH:6]=[CH:5][S:4][C:3]=1[S:7](Cl)(=[O:9])=[O:8].[H-].[Na+].[CH3:13][C:14]([CH3:27])([CH3:26])[C:15]([O:17][NH:18][C:19]([O:21][C:22]([CH3:25])([CH3:24])[CH3:23])=[O:20])=[O:16], predict the reaction product. The product is: [CH3:13][C:14]([CH3:27])([CH3:26])[C:15]([O:17][N:18]([C:19]([O:21][C:22]([CH3:25])([CH3:24])[CH3:23])=[O:20])[S:7]([C:3]1[S:4][CH:5]=[CH:6][C:2]=1[Cl:1])(=[O:9])=[O:8])=[O:16]. (6) Given the reactants [C@@H:1]12[CH2:14][C@@H:11]([CH2:12][CH2:13]1)[C:10]1[CH:9]=[C:8]3[N:3]([CH2:4][CH2:5][NH:6][C:7]3=[O:15])[C:2]2=1.Br[C:17]1[N:24]=[CH:23][CH:22]=[C:21]([Cl:25])[C:18]=1[CH:19]=[O:20].C([O-])(=O)C.[K+].CC1(C)C2C(=C(P(C3C=CC=CC=3)C3C=CC=CC=3)C=CC=2)OC2C(P(C3C=CC=CC=3)C3C=CC=CC=3)=CC=CC1=2, predict the reaction product. The product is: [Cl:25][C:21]1[CH:22]=[CH:23][N:24]=[C:17]([N:6]2[C:7](=[O:15])[C:8]3[N:3]([C:2]4[C@H:1]5[CH2:14][C@@H:11]([C:10]=4[CH:9]=3)[CH2:12][CH2:13]5)[CH2:4][CH2:5]2)[C:18]=1[CH:19]=[O:20].